Dataset: Catalyst prediction with 721,799 reactions and 888 catalyst types from USPTO. Task: Predict which catalyst facilitates the given reaction. (1) Reactant: [F:1][C:2]1[CH:7]=[CH:6][C:5]([C:8]2[C:17]3[C:12](=[CH:13][CH:14]=[C:15]([N:18]4[CH2:23][CH2:22][CH2:21][CH2:20][CH2:19]4)[CH:16]=3)[N:11]=[C:10]([CH3:24])[C:9]=2[CH:25]([OH:27])[CH3:26])=[CH:4][CH:3]=1.C1(P(C2C=CC=CC=2)C2C=CC=CC=2)C=CC=CC=1.[Cl:47][C:48]1[CH:53]=[CH:52][C:51](O)=[CH:50][CH:49]=1.N(C(OC(C)C)=O)=NC(OC(C)C)=O. Product: [Cl:47][C:48]1[CH:53]=[CH:52][C:51]([O:27][CH:25]([C:9]2[C:10]([CH3:24])=[N:11][C:12]3[C:17]([C:8]=2[C:5]2[CH:4]=[CH:3][C:2]([F:1])=[CH:7][CH:6]=2)=[CH:16][C:15]([N:18]2[CH2:19][CH2:20][CH2:21][CH2:22][CH2:23]2)=[CH:14][CH:13]=3)[CH3:26])=[CH:50][CH:49]=1. The catalyst class is: 1. (2) Reactant: F[C:2](F)(F)[C:3](O)=O.[CH3:8][CH:9]([O:11][C:12]1[CH:19]=[CH:18][C:17]([CH:20]2[N:24](C3C(C)=C4C(=CC=3)CNCC4)[N:23]=[CH:22][S:21]2)=[CH:16][C:13]=1[C:14]#[N:15])[CH3:10].[CH3:36][C:37]1([CH3:44])[O:42][CH2:41][C:40](=O)[CH2:39][O:38]1.C(O[BH-](O[C:55](=O)[CH3:56])OC(=O)C)(=O)C.[Na+].C(=O)([O-])O.[Na+]. Product: [CH3:44][C:37]1([CH3:36])[O:38][CH2:39][CH:40]([N:15]2[CH2:56][CH2:55][C:16]3[C:13](=[CH:12][CH:19]=[C:18]([C:22]4[S:21][C:20]([C:17]5[CH:18]=[CH:19][C:12]([O:11][CH:9]([CH3:8])[CH3:10])=[C:13]([CH:16]=5)[C:14]#[N:15])=[N:24][N:23]=4)[C:3]=3[CH3:2])[CH2:14]2)[CH2:41][O:42]1. The catalyst class is: 2. (3) Reactant: [F:1][C@H:2]1[C@@H:7]([O:8][C:9]2[CH:16]=[CH:15][C:14]([C:17]3[N:22]=[C:21]([NH:23][C:24]4[CH:29]=[CH:28][C:27]([N:30]5[CH2:35][CH2:34][N:33]([CH:36]6[CH2:39][O:38][CH2:37]6)[CH2:32][CH2:31]5)=[CH:26][CH:25]=4)[N:20]=[CH:19][N:18]=3)=[CH:13][C:10]=2[C:11]#[N:12])[CH2:6][CH2:5][NH:4][CH2:3]1.C([N:47]1[CH2:54][C:53]([F:56])([F:55])[CH2:52][C@H:48]1[C:49](O)=[O:50])(OC(C)(C)C)=O.CN(C(ON1N=NC2C=CC=NC1=2)=[N+](C)C)C.F[P-](F)(F)(F)(F)F. Product: [F:55][C:53]1([F:56])[CH2:54][NH:47][C@@H:48]([C:49]([N:4]2[CH2:5][CH2:6][C@H:7]([O:8][C:9]3[CH:16]=[CH:15][C:14]([C:17]4[N:22]=[C:21]([NH:23][C:24]5[CH:29]=[CH:28][C:27]([N:30]6[CH2:31][CH2:32][N:33]([CH:36]7[CH2:39][O:38][CH2:37]7)[CH2:34][CH2:35]6)=[CH:26][CH:25]=5)[N:20]=[CH:19][N:18]=4)=[CH:13][C:10]=3[C:11]#[N:12])[C@H:2]([F:1])[CH2:3]2)=[O:50])[CH2:52]1. The catalyst class is: 3. (4) Reactant: Cl[C:2]([O:4][CH:5]([Cl:7])[CH3:6])=[O:3].[C:8]([O:11][C:12]1[CH:28]=[CH:27][CH:26]=[CH:25][C:13]=1[C:14]([O:16][C:17]1[CH:22]=[CH:21][CH:20]=[C:19]([CH2:23][OH:24])[CH:18]=1)=[O:15])(=[O:10])[CH3:9].N1C=CC=CC=1. Product: [C:8]([O:11][C:12]1[CH:28]=[CH:27][CH:26]=[CH:25][C:13]=1[C:14]([O:16][C:17]1[CH:22]=[CH:21][CH:20]=[C:19]([CH2:23][O:24][C:2]([O:4][CH:5]([Cl:7])[CH3:6])=[O:3])[CH:18]=1)=[O:15])(=[O:10])[CH3:9]. The catalyst class is: 2. (5) Reactant: Cl.[NH2:2][C@H:3]1[CH2:8][CH2:7][CH2:6][N:5]([CH2:9][CH2:10][OH:11])[C:4]1=[O:12].C(N(CC)CC)C.O=C1CCC(=O)N1[C:27]1[C:35]2[C:30](=[CH:31][C:32]([C:45]([O-])=[O:46])=[C:33]([O:36][C:37]3[CH:42]=[CH:41][C:40]([F:43])=[CH:39][C:38]=3[F:44])[CH:34]=2)[N:29]([CH2:48][CH:49]([CH3:51])[CH3:50])[N:28]=1. Product: [F:44][C:38]1[CH:39]=[C:40]([F:43])[CH:41]=[CH:42][C:37]=1[O:36][C:33]1[CH:34]=[C:35]2[C:30](=[CH:31][C:32]=1[C:45]([NH:2][C@H:3]1[CH2:8][CH2:7][CH2:6][N:5]([CH2:9][CH2:10][OH:11])[C:4]1=[O:12])=[O:46])[N:29]([CH2:48][CH:49]([CH3:51])[CH3:50])[N:28]=[CH:27]2. The catalyst class is: 42.